This data is from Reaction yield outcomes from USPTO patents with 853,638 reactions. The task is: Predict the reaction yield, written as a fraction of the theoretical maximum amount of product (1.0 means a 100% yield; for example, 0.34 means a 34% yield). (1) The product is [CH3:37][N:34]1[CH2:33][CH2:32][N:31]([C:27]2[N:26]3[CH:38]=[C:23]([CH2:22][N:11]([CH2:9][C:6]4[CH:7]=[CH:8][CH:3]=[CH:4][C:5]=4[C:40]([F:50])([F:49])[F:39])[C@@H:12]4[C:21]5[N:20]=[CH:19][CH:18]=[CH:17][C:16]=5[CH2:15][CH2:14][CH2:13]4)[N:24]=[C:25]3[CH:30]=[CH:29][CH:28]=2)[CH2:36][CH2:35]1. The reactants are CO[C:3]1[CH:8]=[CH:7][C:6]([C@@H:9]([N:11]([CH2:22][C:23]2[N:24]=[C:25]3[CH:30]=[CH:29][CH:28]=[C:27]([N:31]4[CH2:36][CH2:35][N:34]([CH3:37])[CH2:33][CH2:32]4)[N:26]3[CH:38]=2)[C@@H:12]2[C:21]3[N:20]=[CH:19][CH:18]=[CH:17][C:16]=3[CH2:15][CH2:14][CH2:13]2)C)=[CH:5][CH:4]=1.[F:39][C:40]([F:50])([F:49])C1C=CC=CC=1C=O. The yield is 0.820. No catalyst specified. (2) The reactants are [CH2:1]([N:8]([CH2:14]OC)[CH2:9][Si](C)(C)C)[C:2]1[CH:7]=[CH:6][CH:5]=[CH:4][CH:3]=1.[C:17]([O:20][C:21]1[CH:26]=[CH:25][C:24]([Cl:27])=[CH:23][C:22]=1/[CH:28]=[CH:29]/[C:30]1[CH:35]=[CH:34][CH:33]=[CH:32][C:31]=1[Br:36])(=[O:19])[CH3:18].O. The catalyst is C1(C)C=CC=CC=1.FC(F)(F)C(O)=O. The product is [C:17]([O:20][C:21]1[CH:26]=[CH:25][C:24]([Cl:27])=[CH:23][C:22]=1[C@H:28]1[C@H:29]([C:30]2[CH:35]=[CH:34][CH:33]=[CH:32][C:31]=2[Br:36])[CH2:9][N:8]([CH2:1][C:2]2[CH:3]=[CH:4][CH:5]=[CH:6][CH:7]=2)[CH2:14]1)(=[O:19])[CH3:18]. The yield is 1.00.